From a dataset of Forward reaction prediction with 1.9M reactions from USPTO patents (1976-2016). Predict the product of the given reaction. (1) Given the reactants Cl[C:2]1[N:7]=[C:6]([NH:8][C:9]2[CH:13]=[C:12]([O:14][CH:15]([CH3:17])[CH3:16])[NH:11][N:10]=2)[C:5]([N+:18]([O-:20])=[O:19])=[CH:4][CH:3]=1.Cl.[NH2:22][C@H:23]([C:26]1[CH:31]=[CH:30][C:29]([F:32])=[CH:28][N:27]=1)[CH2:24][OH:25].C(N(C(C)C)CC)(C)C, predict the reaction product. The product is: [F:32][C:29]1[CH:30]=[CH:31][C:26]([C@@H:23]([NH:22][C:2]2[CH:3]=[CH:4][C:5]([N+:18]([O-:20])=[O:19])=[C:6]([NH:8][C:9]3[CH:13]=[C:12]([O:14][CH:15]([CH3:17])[CH3:16])[NH:11][N:10]=3)[N:7]=2)[CH2:24][OH:25])=[N:27][CH:28]=1. (2) Given the reactants CC1C=C(N2CCN(CCOC3C=CC=CC=3)C2=O)SC=1C(O)=O.[F:25][C:26]1[CH:47]=[CH:46][C:29]([CH2:30][N:31]2[CH2:35][CH2:34][N:33]([C:36]3[S:40][C:39]([C:41](O)=[O:42])=[C:38]([CH3:44])[CH:37]=3)[C:32]2=[O:45])=[CH:28][CH:27]=1.[CH3:48][N:49]1[C:53]([CH3:54])=[CH:52][CH:51]=[C:50]1[CH2:55][NH2:56], predict the reaction product. The product is: [CH3:48][N:49]1[C:53]([CH3:54])=[CH:52][CH:51]=[C:50]1[CH2:55][NH:56][C:41]([C:39]1[S:40][C:36]([N:33]2[CH2:34][CH2:35][N:31]([CH2:30][C:29]3[CH:28]=[CH:27][C:26]([F:25])=[CH:47][CH:46]=3)[C:32]2=[O:45])=[CH:37][C:38]=1[CH3:44])=[O:42]. (3) Given the reactants I[C:2]1[CH:7]=[CH:6][CH:5]=[CH:4][CH:3]=1.C(=O)([O-])[O-].[Cs+].[Cs+].[F:14][C:15]1[CH:21]=[CH:20][CH:19]=[CH:18][C:16]=1[NH2:17], predict the reaction product. The product is: [F:14][C:15]1[CH:21]=[CH:20][CH:19]=[CH:18][C:16]=1[NH:17][C:2]1[CH:7]=[CH:6][CH:5]=[CH:4][CH:3]=1. (4) Given the reactants [C:1]1(=[O:8])[CH2:7][CH2:6][CH2:5][CH2:4][CH:3]=[CH:2]1.C1(C)C=CC(S([CH2:18][N+:19]#[C-:20])(=O)=O)=CC=1.CC(C)([O-])C.[K+].O, predict the reaction product. The product is: [CH:18]1[NH:19][CH:20]=[C:7]2[C:1](=[O:8])[CH2:2][CH2:3][CH2:4][CH2:5][C:6]=12.